From a dataset of Reaction yield outcomes from USPTO patents with 853,638 reactions. Predict the reaction yield, written as a fraction of the theoretical maximum amount of product (1.0 means a 100% yield; for example, 0.34 means a 34% yield). (1) The reactants are N(C(OC(C)(C)C)=O)=NC(OC(C)(C)C)=O.C1(P(C2C=CC=CC=2)C2C=CC=CC=2)C=CC=CC=1.O[CH2:37][CH2:38][NH:39][C:40](=[O:46])[O:41][C:42]([CH3:45])([CH3:44])[CH3:43].[Si:47]([O:54][C:55]1[NH:59][N:58]=[C:57]([C:60]([O:62][CH2:63][CH3:64])=[O:61])[CH:56]=1)([C:50]([CH3:53])([CH3:52])[CH3:51])([CH3:49])[CH3:48]. The catalyst is C1COCC1. The product is [C:42]([O:41][C:40]([NH:39][CH2:38][CH2:37][N:58]1[C:57]([C:60]([O:62][CH2:63][CH3:64])=[O:61])=[CH:56][C:55]([O:54][Si:47]([C:50]([CH3:51])([CH3:53])[CH3:52])([CH3:49])[CH3:48])=[N:59]1)=[O:46])([CH3:45])([CH3:44])[CH3:43]. The yield is 0.940. (2) The reactants are [C:1]12([NH2:11])[CH2:10][CH:5]3[CH2:6][CH:7]([CH2:9][CH:3]([CH2:4]3)[CH2:2]1)[CH2:8]2.[O:12]1[CH:16]=[CH:15][C:14]([CH2:17][O:18][C:19]2[CH:26]=[CH:25][C:22]([CH:23]=O)=[CH:21][CH:20]=2)=[CH:13]1. No catalyst specified. The product is [C:1]12([NH:11][CH2:23][C:22]3[CH:21]=[CH:20][C:19]([O:18][CH2:17][C:14]4[CH:15]=[CH:16][O:12][CH:13]=4)=[CH:26][CH:25]=3)[CH2:8][CH:7]3[CH2:6][CH:5]([CH2:4][CH:3]([CH2:9]3)[CH2:2]1)[CH2:10]2. The yield is 0.830.